From a dataset of Full USPTO retrosynthesis dataset with 1.9M reactions from patents (1976-2016). Predict the reactants needed to synthesize the given product. (1) Given the product [CH3:19][O:18][C:14]1[CH:13]=[C:12]([C:8]2[CH:7]=[C:6]3[C:11]([C:3](=[CH:2][NH:37][C:34]4[CH:35]=[CH:36][C:31]([O:30][CH2:29][CH2:28][CH2:27][N:21]5[CH2:26][CH2:25][CH2:24][CH2:23][CH2:22]5)=[CH:32][CH:33]=4)[C:4](=[O:20])[NH:5]3)=[CH:10][CH:9]=2)[CH:17]=[CH:16][CH:15]=1, predict the reactants needed to synthesize it. The reactants are: O[CH:2]=[C:3]1[C:11]2[C:6](=[CH:7][C:8]([C:12]3[CH:17]=[CH:16][CH:15]=[C:14]([O:18][CH3:19])[CH:13]=3)=[CH:9][CH:10]=2)[NH:5][C:4]1=[O:20].[N:21]1([CH2:27][CH2:28][CH2:29][O:30][C:31]2[CH:36]=[CH:35][C:34]([NH2:37])=[CH:33][CH:32]=2)[CH2:26][CH2:25][CH2:24][CH2:23][CH2:22]1. (2) Given the product [NH2:42][C:40](=[O:41])[CH2:39][C:23]1([NH:22][C:12]([C:10]2[CH:9]=[CH:8][C:7]([N:15]3[CH2:18][C:17]([F:20])([F:19])[CH2:16]3)=[C:6]([O:5][CH2:4][CH:1]3[CH2:2][CH2:3]3)[N:11]=2)=[O:14])[CH2:24][CH2:25][N:26]([C:29]([O:31][CH2:32][C:33]2[CH:38]=[CH:37][CH:36]=[CH:35][CH:34]=2)=[O:30])[CH2:27][CH2:28]1, predict the reactants needed to synthesize it. The reactants are: [CH:1]1([CH2:4][O:5][C:6]2[N:11]=[C:10]([C:12]([OH:14])=O)[CH:9]=[CH:8][C:7]=2[N:15]2[CH2:18][C:17]([F:20])([F:19])[CH2:16]2)[CH2:3][CH2:2]1.Cl.[NH2:22][C:23]1([CH2:39][C:40]([NH2:42])=[O:41])[CH2:28][CH2:27][N:26]([C:29]([O:31][CH2:32][C:33]2[CH:38]=[CH:37][CH:36]=[CH:35][CH:34]=2)=[O:30])[CH2:25][CH2:24]1.CN(C(ON1N=NC2C=CC=CC1=2)=[N+](C)C)C.[B-](F)(F)(F)F.CCN(C(C)C)C(C)C. (3) Given the product [BrH:22].[BrH:22].[CH3:24][N:9]1[C:8]2[CH:7]=[CH:6][C:5]([C:10]3[CH:15]=[CH:14][CH:13]=[C:12]([C:16]([F:19])([F:18])[F:17])[CH:11]=3)=[CH:4][C:3]=2[N:2]=[C:21]1[NH2:20], predict the reactants needed to synthesize it. The reactants are: C[NH:2][C:3]1[CH:4]=[C:5]([C:10]2[CH:15]=[CH:14][CH:13]=[C:12]([C:16]([F:19])([F:18])[F:17])[CH:11]=2)[CH:6]=[CH:7][C:8]=1[NH2:9].[N:20]#[C:21][Br:22].O.[CH2:24](O)C. (4) The reactants are: Cl.[Br:2][C:3]1[CH:31]=[CH:30][C:6]([CH2:7][CH2:8][N:9]([CH2:16][C:17]2[CH:22]=[CH:21][C:20]([S:23]([NH:26][C:27](=[O:29])[CH3:28])(=[O:25])=[O:24])=[CH:19][CH:18]=2)[CH:10]2[CH2:15][CH2:14][NH:13][CH2:12][CH2:11]2)=[CH:5][CH:4]=1.C([O-])([O-])=O.[K+].[K+].[C:38]([N:40]=[C:41]([N:43]1CCNCC1)[S-])#[N:39].O.[NH2:50]N. Given the product [NH2:50][C:41]1[N:40]=[C:38]([N:13]2[CH2:14][CH2:15][CH:10]([N:9]([CH2:16][C:17]3[CH:22]=[CH:21][C:20]([S:23]([NH:26][C:27](=[O:29])[CH3:28])(=[O:25])=[O:24])=[CH:19][CH:18]=3)[CH2:8][CH2:7][C:6]3[CH:30]=[CH:31][C:3]([Br:2])=[CH:4][CH:5]=3)[CH2:11][CH2:12]2)[NH:39][N:43]=1, predict the reactants needed to synthesize it. (5) Given the product [C:1]([C:3]1[CH:4]=[CH:5][C:6]([NH:12][CH:13]2[CH2:16][CH2:15][CH2:14]2)=[C:7]([CH:11]=1)[C:8]([NH:22][C:18]([CH3:19])([C:20]#[CH:21])[CH3:17])=[O:10])#[N:2], predict the reactants needed to synthesize it. The reactants are: [C:1]([C:3]1[CH:4]=[CH:5][C:6]([NH:12][CH:13]2[CH2:16][CH2:15][CH2:14]2)=[C:7]([CH:11]=1)[C:8]([OH:10])=O)#[N:2].[CH3:17][C:18]([NH2:22])([C:20]#[CH:21])[CH3:19].CCN=C=NCCCN(C)C.CCN(C(C)C)C(C)C.C1C=CC2N(O)N=NC=2C=1. (6) Given the product [CH3:35][N:27]([CH:28]1[CH2:33][CH2:32][CH2:31][NH:30][CH2:29]1)[C:21]1[CH:20]=[C:19]2[C:24](=[CH:23][CH:22]=1)[S:25][C:26]1[C:13]([C:11]3[NH:10][C:9](=[O:34])[CH:8]=[C:7]([N:4]4[CH2:3][CH2:2][O:1][CH2:6][CH2:5]4)[CH:12]=3)=[CH:14][CH:15]=[CH:16][C:17]=1[S:18]2, predict the reactants needed to synthesize it. The reactants are: [O:1]1[CH2:6][CH2:5][N:4]([C:7]2[CH:12]=[C:11]([C:13]3[C:26]4[S:25][C:24]5[C:19](=[CH:20][C:21]([NH:27][CH:28]6[CH2:33][CH2:32][CH2:31][NH:30][CH2:29]6)=[CH:22][CH:23]=5)[S:18][C:17]=4[CH:16]=[CH:15][CH:14]=3)[NH:10][C:9](=[O:34])[CH:8]=2)[CH2:3][CH2:2]1.[CH:35](O)=O. (7) Given the product [C:1]([C:5]1[CH:9]=[C:8]([NH:10][C:11]([NH:13][C:14]2[CH:19]=[CH:18][C:17]([F:20])=[CH:16][CH:15]=2)=[O:12])[N:7]([C:21]2[CH:31]=[CH:30][CH:29]=[C:23]([CH2:24][OH:25])[CH:22]=2)[N:6]=1)([CH3:4])([CH3:2])[CH3:3], predict the reactants needed to synthesize it. The reactants are: [C:1]([C:5]1[CH:9]=[C:8]([NH:10][C:11]([NH:13][C:14]2[CH:19]=[CH:18][C:17]([F:20])=[CH:16][CH:15]=2)=[O:12])[N:7]([C:21]2[CH:22]=[C:23]([CH:29]=[CH:30][CH:31]=2)[C:24](OCC)=[O:25])[N:6]=1)([CH3:4])([CH3:3])[CH3:2].[H-].[H-].[H-].[H-].[Li+].[Al+3]. (8) Given the product [F:22][C:16]1[CH:17]=[C:18]([F:21])[CH:19]=[CH:20][C:15]=1[C:11]1[N:12]=[N:13][CH:14]=[C:9]([C:4]2[CH:5]=[CH:6][C:7]([F:8])=[C:2]([C:25]3[C:24]([F:23])=[CH:29][CH:28]=[CH:27][N:26]=3)[CH:3]=2)[N:10]=1, predict the reactants needed to synthesize it. The reactants are: Br[C:2]1[CH:3]=[C:4]([C:9]2[N:10]=[C:11]([C:15]3[CH:20]=[CH:19][C:18]([F:21])=[CH:17][C:16]=3[F:22])[N:12]=[N:13][CH:14]=2)[CH:5]=[CH:6][C:7]=1[F:8].[F:23][C:24]1[C:25]([Sn](CCCC)(CCCC)CCCC)=[N:26][CH:27]=[CH:28][CH:29]=1. (9) Given the product [CH2:1]([O:3][C:4]([C:6]1[CH:10]=[C:9]([C:11]2[CH:15]=[N:14][NH:13][CH:12]=2)[N:8]([C:35]2[CH:36]=[N:37][C:38]([O:41][CH3:42])=[CH:39][CH:40]=2)[N:7]=1)=[O:5])[CH3:2], predict the reactants needed to synthesize it. The reactants are: [CH2:1]([O:3][C:4]([C:6]1[CH:10]=[C:9]([C:11]2[CH:12]=[N:13][N:14](C(C3C=CC=CC=3)(C3C=CC=CC=3)C3C=CC=CC=3)[CH:15]=2)[N:8]([C:35]2[CH:36]=[N:37][C:38]([O:41][CH3:42])=[CH:39][CH:40]=2)[N:7]=1)=[O:5])[CH3:2].FC(F)(F)C(O)=O.C(=O)([O-])O.[Na+].C(Cl)(Cl)Cl.